From a dataset of Catalyst prediction with 721,799 reactions and 888 catalyst types from USPTO. Predict which catalyst facilitates the given reaction. (1) Reactant: [CH2:1]([O:3][C:4]([NH:6][C:7]1[S:11][N:10]=[N:9][C:8]=1[C:12]([Cl:14])=[O:13])=[O:5])[CH3:2].[NH2:15][C:16]1[C:25]2[C:20](=[CH:21][C:22]([O:28][CH3:29])=[C:23]([O:26][CH3:27])[CH:24]=2)[N:19]=[C:18]([N:30]2[CH2:35][CH2:34][NH:33][CH2:32][CH2:31]2)[N:17]=1. Product: [ClH:14].[NH2:15][C:16]1[C:25]2[C:20](=[CH:21][C:22]([O:28][CH3:29])=[C:23]([O:26][CH3:27])[CH:24]=2)[N:19]=[C:18]([N:30]2[CH2:35][CH2:34][N:33]([C:12]([C:8]3[N:9]=[N:10][S:11][C:7]=3[NH:6][C:4]([O:3][CH2:1][CH3:2])=[O:5])=[O:13])[CH2:32][CH2:31]2)[N:17]=1. The catalyst class is: 12. (2) Reactant: [B:10]1([B:10]2[O:14][C:13]([CH3:16])([CH3:15])[C:12]([CH3:18])([CH3:17])[O:11]2)[O:14][C:13]([CH3:16])([CH3:15])[C:12]([CH3:18])([CH3:17])[O:11]1.C(OOC(=O)C1C=CC=CC=1)(=O)C1C=CC=CC=1.[C:37]([C:41]1[CH:42]=[C:43](N)[CH:44]=[CH:45][CH:46]=1)([F:40])([F:39])[F:38].N(OC(C)(C)C)=O. Product: [CH3:16][C:13]1([CH3:15])[C:12]([CH3:17])([CH3:18])[O:11][B:10]([C:45]2[CH:44]=[CH:43][CH:42]=[C:41]([C:37]([F:40])([F:39])[F:38])[CH:46]=2)[O:14]1. The catalyst class is: 10.